Task: Predict the product of the given reaction.. Dataset: Forward reaction prediction with 1.9M reactions from USPTO patents (1976-2016) (1) Given the reactants [F:1][C:2]1[CH:9]=[CH:8][C:7]([CH2:10][CH:11]=C)=[CH:6][C:3]=1[C:4]#[N:5].I([O-])(=O)(=O)=[O:14].[Na+].[OH2:19], predict the reaction product. The product is: [C:4]([C:3]1[CH:6]=[C:7]([CH2:10][C:11]([OH:14])=[O:19])[CH:8]=[CH:9][C:2]=1[F:1])#[N:5]. (2) The product is: [CH2:11]([O:13][C:14](=[O:19])[CH2:15][N:16]1[CH:10]=[C:9]([C:5]2[C:6]([CH3:8])=[N:7][C:2]([Cl:1])=[CH:3][CH:4]=2)[N:18]=[N:17]1)[CH3:12]. Given the reactants [Cl:1][C:2]1[N:7]=[C:6]([CH3:8])[C:5]([C:9]#[CH:10])=[CH:4][CH:3]=1.[CH2:11]([O:13][C:14](=[O:19])[CH2:15][N:16]=[N+:17]=[N-:18])[CH3:12], predict the reaction product.